Dataset: Forward reaction prediction with 1.9M reactions from USPTO patents (1976-2016). Task: Predict the product of the given reaction. (1) Given the reactants Cl[C:2]1[N:7]=[C:6]([CH3:8])[C:5]([CH:9]([CH2:14][CH2:15][CH3:16])[C:10]([O:12][CH3:13])=[O:11])=[C:4]([C:17]2[CH:22]=[CH:21][C:20]([CH3:23])=[CH:19][CH:18]=2)[N:3]=1.[C:24]1([CH3:33])[CH:29]=[CH:28][C:27](B(O)O)=[CH:26][CH:25]=1.C(N(CC)C(C)C)(C)C, predict the reaction product. The product is: [CH3:8][C:6]1[C:5]([CH:9]([CH2:14][CH2:15][CH3:16])[C:10]([O:12][CH3:13])=[O:11])=[C:4]([C:17]2[CH:22]=[CH:21][C:20]([CH3:23])=[CH:19][CH:18]=2)[N:3]=[C:2]([C:27]2[CH:28]=[CH:29][C:24]([CH3:33])=[CH:25][CH:26]=2)[N:7]=1. (2) The product is: [NH2:20][CH2:19][CH2:18][CH2:17][CH2:16][CH2:15][CH2:14][O:13][P:12]([O:11][CH2:10][CH:9]([NH:8][C:6]([O:5][C:1]([CH3:4])([CH3:3])[CH3:2])=[O:7])[C:40]([O:42][C:43]([CH3:45])([CH3:46])[CH3:44])=[O:41])([OH:39])=[O:38]. Given the reactants [C:1]([O:5][C:6]([NH:8][CH:9]([C:40]([O:42][C:43]([CH3:46])([CH3:45])[CH3:44])=[O:41])[CH2:10][O:11][P:12](=[O:39])([OH:38])[O:13][CH2:14][CH2:15][CH2:16][CH2:17][CH2:18][CH2:19][NH:20]C(=O)OCC1C2C=CC=CC=2C2C1=CC=CC=2)=[O:7])([CH3:4])([CH3:3])[CH3:2].O, predict the reaction product. (3) Given the reactants P(Cl)(Cl)(Cl)(Cl)Cl.[Cl:7][CH2:8][CH2:9][CH2:10][CH2:11][C:12]([NH:14][CH:15]1[CH2:20][CH2:19][CH2:18][CH2:17][CH2:16]1)=O.C[Si]([N:25]=[N+:26]=[N-:27])(C)C.O, predict the reaction product. The product is: [CH:15]1([N:14]2[C:12]([CH2:11][CH2:10][CH2:9][CH2:8][Cl:7])=[N:27][N:26]=[N:25]2)[CH2:20][CH2:19][CH2:18][CH2:17][CH2:16]1. (4) Given the reactants [Cl:1]C1C(OC2C=CC=CC=2)=C(F)C=CC=1[C@H](N)CC.[F:20][C:21]1[C:26]([O:27][C:28]2[CH:33]=[CH:32][CH:31]=[CH:30][CH:29]=2)=[C:25](F)[CH:24]=[CH:23][C:22]=1[CH:35]([NH2:38])[CH2:36][CH3:37].O=[C:40]([CH2:44][CH3:45])[CH2:41][C:42]#[N:43], predict the reaction product. The product is: [Cl:1][C:25]1[CH:24]=[CH:23][C:22]([C@H:35]([NH:38][CH:40]([CH2:44][CH3:45])[CH2:41][C:42]#[N:43])[CH2:36][CH3:37])=[C:21]([F:20])[C:26]=1[O:27][C:28]1[CH:33]=[CH:32][CH:31]=[CH:30][CH:29]=1. (5) The product is: [CH3:51][N:52]1[C:61]2[C:56](=[CH:57][N:58]=[C:59]([CH3:62])[CH:60]=2)[CH:55]=[C:54]([C:63]2[CH:64]=[C:65]([NH:70][C:71]3[N:72]=[C:8]([C:5]4([C:3]([O:2][CH3:1])=[O:4])[CH2:6][CH2:7]4)[O:10][N:74]=3)[CH:66]=[CH:67][C:68]=2[CH3:69])[C:53]1=[O:75]. Given the reactants [CH3:1][O:2][C:3]([C:5]1([C:8]([OH:10])=O)[CH2:7][CH2:6]1)=[O:4].CN(C(ON1N=NC2C=CC=NC1=2)=[N+](C)C)C.F[P-](F)(F)(F)(F)F.CCN(C(C)C)C(C)C.[O-]S([O-])(=O)=O.[Na+].[Na+].[CH3:51][N:52]1[C:61]2[C:56](=[CH:57][N:58]=[C:59]([CH3:62])[CH:60]=2)[CH:55]=[C:54]([C:63]2[CH:64]=[C:65]([NH:70]/[C:71](/[NH2:74])=[N:72]/O)[CH:66]=[CH:67][C:68]=2[CH3:69])[C:53]1=[O:75], predict the reaction product. (6) The product is: [F:1][C:2]1[CH:3]=[C:4]([N+:9]([O-:11])=[O:10])[CH:5]=[CH:6][C:7]=1[O:12][CH2:13][CH2:14][N:15]1[CH2:19][CH2:18][CH2:17][CH2:16]1. Given the reactants [F:1][C:2]1[CH:3]=[C:4]([N+:9]([O-:11])=[O:10])[CH:5]=[CH:6][C:7]=1F.[OH:12][CH2:13][CH2:14][N:15]1[CH2:19][CH2:18][CH2:17][CH2:16]1, predict the reaction product. (7) The product is: [O:4]=[C:3]1[NH:5][CH2:6][CH2:7][C:8]2([CH2:13][CH2:12][N:11]([C:14]([O:16][C:17]([CH3:20])([CH3:19])[CH3:18])=[O:15])[CH2:10][CH2:9]2)[O:21][CH2:2]1. Given the reactants Cl[CH2:2][C:3]([NH:5][CH2:6][CH2:7][C:8]1([OH:21])[CH2:13][CH2:12][N:11]([C:14]([O:16][C:17]([CH3:20])([CH3:19])[CH3:18])=[O:15])[CH2:10][CH2:9]1)=[O:4].CC(C)([O-])C.[K+], predict the reaction product. (8) The product is: [C:1]([C:5]1[NH:6][C:7]([C:21]2[CH:26]=[CH:25][CH:24]=[C:23]([CH3:27])[N:22]=2)=[C:8]([C:10]2[CH:20]=[CH:19][C:13]3[NH:14][CH2:15][CH2:16][O:17][C:12]=3[CH:11]=2)[N:9]=1)([CH3:4])([CH3:3])[CH3:2]. Given the reactants [C:1]([C:5]1[NH:6][C:7]([C:21]2[CH:26]=[CH:25][CH:24]=[C:23]([CH3:27])[N:22]=2)=[C:8]([C:10]2[CH:20]=[CH:19][C:13]3[NH:14][C:15](=O)[CH2:16][O:17][C:12]=3[CH:11]=2)[N:9]=1)([CH3:4])([CH3:3])[CH3:2].[H-].[H-].[H-].[H-].[Li+].[Al+3].[H][H].C(C(C(C([O-])=O)O)O)([O-])=O.[Na+].[K+], predict the reaction product. (9) Given the reactants [OH:1][C:2]1[C:6]([CH2:7][C:8]([O:10][CH3:11])=[O:9])=[CH:5][N:4]([CH3:12])[N:3]=1.Cl[CH2:14][C:15]1[CH:16]=[CH:17][C:18]([O:21][CH2:22][C:23]2[N:24]=[C:25]([C:28]3[CH:33]=[CH:32][CH:31]=[CH:30][CH:29]=3)[S:26][CH:27]=2)=[N:19][CH:20]=1.C(=O)([O-])[O-].[K+].[K+].CN(C)C=O, predict the reaction product. The product is: [CH3:12][N:4]1[CH:5]=[C:6]([CH2:7][C:8]([O:10][CH3:11])=[O:9])[C:2]([O:1][CH2:14][C:15]2[CH:20]=[N:19][C:18]([O:21][CH2:22][C:23]3[N:24]=[C:25]([C:28]4[CH:33]=[CH:32][CH:31]=[CH:30][CH:29]=4)[S:26][CH:27]=3)=[CH:17][CH:16]=2)=[N:3]1. (10) Given the reactants C(OC(=O)[NH:7][CH2:8][CH2:9][CH2:10][N:11]([CH:21]([C:25]1[N:30]([CH2:31][C:32]2[CH:37]=[CH:36][CH:35]=[CH:34][CH:33]=2)[C:29](=[O:38])[C:28]2=[C:39]([Cl:42])[CH:40]=[CH:41][N:27]2[N:26]=1)[CH:22]1[CH2:24][CH2:23]1)[C:12](=[O:20])[C:13]1[CH:18]=[CH:17][C:16]([Cl:19])=[CH:15][CH:14]=1)(C)(C)C.Cl.O1CCOCC1, predict the reaction product. The product is: [ClH:19].[NH2:7][CH2:8][CH2:9][CH2:10][N:11]([CH:21]([C:25]1[N:30]([CH2:31][C:32]2[CH:37]=[CH:36][CH:35]=[CH:34][CH:33]=2)[C:29](=[O:38])[C:28]2=[C:39]([Cl:42])[CH:40]=[CH:41][N:27]2[N:26]=1)[CH:22]1[CH2:23][CH2:24]1)[C:12](=[O:20])[C:13]1[CH:14]=[CH:15][C:16]([Cl:19])=[CH:17][CH:18]=1.